This data is from Ames mutagenicity test results for genotoxicity prediction. The task is: Regression/Classification. Given a drug SMILES string, predict its toxicity properties. Task type varies by dataset: regression for continuous values (e.g., LD50, hERG inhibition percentage) or binary classification for toxic/non-toxic outcomes (e.g., AMES mutagenicity, cardiotoxicity, hepatotoxicity). Dataset: ames. (1) The molecule is Oc1ccc2c(c1)-c1cc3ccccc3c3cc4ccccc4c-2c13. The result is 1 (mutagenic). (2) The compound is O=[N+]([O-])c1ccc2ccc3c4c(cc5ccc1c2c53)C=CCC4. The result is 1 (mutagenic). (3) The compound is COc1cc(N[C@H](C)CCCN)c2ncccc2c1. The result is 1 (mutagenic).